From a dataset of NCI-60 drug combinations with 297,098 pairs across 59 cell lines. Regression. Given two drug SMILES strings and cell line genomic features, predict the synergy score measuring deviation from expected non-interaction effect. (1) Drug 1: CC1=C(C=C(C=C1)NC(=O)C2=CC=C(C=C2)CN3CCN(CC3)C)NC4=NC=CC(=N4)C5=CN=CC=C5. Drug 2: CCCCCOC(=O)NC1=NC(=O)N(C=C1F)C2C(C(C(O2)C)O)O. Cell line: SNB-75. Synergy scores: CSS=-5.68, Synergy_ZIP=2.26, Synergy_Bliss=-0.408, Synergy_Loewe=-8.07, Synergy_HSA=-7.91. (2) Drug 1: CCN(CC)CCCC(C)NC1=C2C=C(C=CC2=NC3=C1C=CC(=C3)Cl)OC. Drug 2: CC1C(C(CC(O1)OC2CC(CC3=C2C(=C4C(=C3O)C(=O)C5=C(C4=O)C(=CC=C5)OC)O)(C(=O)CO)O)N)O.Cl. Cell line: BT-549. Synergy scores: CSS=40.9, Synergy_ZIP=-5.18, Synergy_Bliss=-6.98, Synergy_Loewe=-16.2, Synergy_HSA=-4.32.